From a dataset of Catalyst prediction with 721,799 reactions and 888 catalyst types from USPTO. Predict which catalyst facilitates the given reaction. (1) Reactant: [CH2:1]([C:5]1([CH2:30][CH2:31][CH2:32][CH3:33])[C:14]2[C:9](=[CH:10][C:11]([F:15])=[CH:12][CH:13]=2)[C:8]([OH:16])=[C:7]([C:17]2[NH:22][C:21]3[CH:23]=[CH:24][CH:25]=[CH:26][C:20]=3[S:19](=[O:28])(=[O:27])[N:18]=2)[C:6]1=[O:29])[CH2:2][CH2:3][CH3:4].[OH-].[Na+:35]. Product: [CH2:1]([C:5]1([CH2:30][CH2:31][CH2:32][CH3:33])[C:14]2[C:9](=[CH:10][C:11]([F:15])=[CH:12][CH:13]=2)[C:8]([O-:16])=[C:7]([C:17]2[NH:22][C:21]3[CH:23]=[CH:24][CH:25]=[CH:26][C:20]=3[S:19](=[O:27])(=[O:28])[N:18]=2)[C:6]1=[O:29])[CH2:2][CH2:3][CH3:4].[Na+:35]. The catalyst class is: 10. (2) Reactant: [NH:1]1[CH:5]=[CH:4][N:3]=[CH:2]1.[H+].[B-:7]([F:11])([F:10])([F:9])[F:8]. Product: [F:8][B-:7]([F:11])([F:10])[F:9].[NH+:1]1[CH:5]=[CH:4][NH:3][CH:2]=1. The catalyst class is: 268. (3) Reactant: [CH:1]1[C:6]([OH:7])=[CH:5][CH:4]=[C:3]([Br:8])[CH:2]=1.N1C=CN=C1.[Si:14](Cl)([C:17]([CH3:20])([CH3:19])[CH3:18])([CH3:16])[CH3:15].[NH4+].[Cl-]. Product: [Br:8][C:3]1[CH:4]=[CH:5][C:6]([O:7][Si:14]([C:17]([CH3:20])([CH3:19])[CH3:18])([CH3:16])[CH3:15])=[CH:1][CH:2]=1. The catalyst class is: 26. (4) Reactant: [I-:1].[CH3:2][N+:3]1[C:12]2[C:7](=[CH:8][CH:9]=[CH:10][CH:11]=2)[C:6]([CH3:13])=[CH:5][CH:4]=1.[CH3:14][N:15]1[C:27]2[CH:26]=[CH:25][C:24]([CH:28]=O)=[CH:23][C:22]=2[C:21]2[C:16]1=[CH:17][CH:18]=[CH:19][CH:20]=2.N1CCCCC1. Product: [I-:1].[CH3:2][N+:3]1[C:12]2[C:7](=[CH:8][CH:9]=[CH:10][CH:11]=2)[C:6](/[CH:13]=[CH:28]/[C:24]2[CH:25]=[CH:26][C:27]3[N:15]([CH3:14])[C:16]4[C:21]([C:22]=3[CH:23]=2)=[CH:20][CH:19]=[CH:18][CH:17]=4)=[CH:5][CH:4]=1. The catalyst class is: 8. (5) Reactant: [CH3:1][O:2][C:3]([C:5]1[CH:6]=[C:7]([N:11]=[C:12]=[S:13])[CH:8]=[CH:9][CH:10]=1)=[O:4].C(OC)(=O)C[SH:16].C(N(CC)CC)C.[CH3:27][CH2:28][O:29]C(C)=O.CCCCCC. Product: [CH3:1][O:2][C:3]([C:5]1[CH:6]=[C:7]([N:11]2[C:28](=[O:29])[CH2:27][S:13][C:12]2=[S:16])[CH:8]=[CH:9][CH:10]=1)=[O:4]. The catalyst class is: 4. (6) Reactant: [CH2:1]([O:3][C:4]([C:6]1([C:12]([OH:14])=[O:13])[CH2:10][CH2:9][CH:8]([OH:11])[CH2:7]1)=[O:5])[CH3:2].C(O)(C)C. Product: [CH2:1]([O:3][C:4]([C:6]1([C:12]([OH:14])=[O:13])[CH2:10][CH2:9][C:8](=[O:11])[CH2:7]1)=[O:5])[CH3:2]. The catalyst class is: 21. (7) Reactant: [NH2:1][C:2]1[CH:8]=[CH:7][CH:6]=[CH:5][C:3]=1[NH2:4].[NH2:9][CH2:10][C:11](O)=O. Product: [NH2:9][CH2:10][C:11]1[NH:1][C:2]2[CH:8]=[CH:7][CH:6]=[CH:5][C:3]=2[N:4]=1. The catalyst class is: 33.